From a dataset of Full USPTO retrosynthesis dataset with 1.9M reactions from patents (1976-2016). Predict the reactants needed to synthesize the given product. (1) Given the product [CH2:50]([C:2]1[CH:45]=[C:44]([F:46])[CH:43]=[CH:42][C:3]=1[CH2:4][C:5]1[S:9][C:8]([C:10]2[CH:41]=[C:13]3[N:14]=[C:15]([CH3:40])[C:16]([C@H:29]([O:35][C:36]([CH3:39])([CH3:38])[CH3:37])[C:30]([O:32][CH2:33][CH3:34])=[O:31])=[C:17]([N:18]4[CH2:23][CH2:22][C:21]([CH2:25][CH2:26][CH:27]=[CH2:28])([CH3:24])[CH2:20][CH2:19]4)[N:12]3[N:11]=2)=[N:7][CH:6]=1)[CH2:49][CH:48]=[CH2:47], predict the reactants needed to synthesize it. The reactants are: Br[C:2]1[CH:45]=[C:44]([F:46])[CH:43]=[CH:42][C:3]=1[CH2:4][C:5]1[S:9][C:8]([C:10]2[CH:41]=[C:13]3[N:14]=[C:15]([CH3:40])[C:16]([C@H:29]([O:35][C:36]([CH3:39])([CH3:38])[CH3:37])[C:30]([O:32][CH2:33][CH3:34])=[O:31])=[C:17]([N:18]4[CH2:23][CH2:22][C:21]([CH2:25][CH2:26][CH:27]=[CH2:28])([CH3:24])[CH2:20][CH2:19]4)[N:12]3[N:11]=2)=[N:7][CH:6]=1.[CH2:47]([B-](F)(F)F)[CH2:48][CH:49]=[CH2:50].[K+].C([O-])([O-])=O.[Cs+].[Cs+].C1(P(C2CCCCC2)C2C=CC=CC=2C2C(OC(C)C)=CC=CC=2OC(C)C)CCCCC1. (2) Given the product [CH2:1]([O:3][C:4]([C:6]1[CH:15]=[C:14]([O:16][CH2:30][C:29]([O:28][C:24]([CH3:27])([CH3:26])[CH3:25])=[O:32])[C:13]2[C:8](=[CH:9][C:10]([CH3:17])=[CH:11][CH:12]=2)[N:7]=1)=[O:5])[CH3:2], predict the reactants needed to synthesize it. The reactants are: [CH2:1]([O:3][C:4]([C:6]1[CH:15]=[C:14]([OH:16])[C:13]2[C:8](=[CH:9][C:10]([CH3:17])=[CH:11][CH:12]=2)[N:7]=1)=[O:5])[CH3:2].C(=O)([O-])[O-].[K+].[K+].[C:24]([O:28][C:29](=[O:32])[CH2:30]Br)([CH3:27])([CH3:26])[CH3:25]. (3) Given the product [F:1][C:2]1[CH:22]=[CH:21][C:5]([O:6][CH:7]([CH2:13][C:14]2[CH:15]=[CH:16][C:17]([O:20][CH2:24][CH2:25][O:26][CH:27]3[CH2:32][CH2:31][CH2:30][CH2:29][O:28]3)=[CH:18][CH:19]=2)[C:8]([O:10][CH2:11][CH3:12])=[O:9])=[CH:4][CH:3]=1, predict the reactants needed to synthesize it. The reactants are: [F:1][C:2]1[CH:22]=[CH:21][C:5]([O:6][CH:7]([CH2:13][C:14]2[CH:19]=[CH:18][C:17]([OH:20])=[CH:16][CH:15]=2)[C:8]([O:10][CH2:11][CH3:12])=[O:9])=[CH:4][CH:3]=1.Br[CH2:24][CH2:25][O:26][CH:27]1[CH2:32][CH2:31][CH2:30][CH2:29][O:28]1.C(=O)([O-])[O-].[K+].[K+].